Task: Predict the reactants needed to synthesize the given product.. Dataset: Full USPTO retrosynthesis dataset with 1.9M reactions from patents (1976-2016) (1) The reactants are: C[O:2][C:3](=[O:33])[C:4]1[CH:9]=[C:8]([O:10][C:11]2[NH:15][C:14]3[CH:16]=[C:17]([F:31])[C:18]([C:21]4[CH:22]=[C:23]5[C:27](=[CH:28][CH:29]=4)[N:26]([CH3:30])[CH:25]=[CH:24]5)=[C:19]([F:20])[C:13]=3[N:12]=2)[CH:7]=[CH:6][C:5]=1[CH3:32].CO.O.[OH-].[Na+]. Given the product [F:20][C:19]1[C:13]2[N:12]=[C:11]([O:10][C:8]3[CH:7]=[CH:6][C:5]([CH3:32])=[C:4]([CH:9]=3)[C:3]([OH:33])=[O:2])[NH:15][C:14]=2[CH:16]=[C:17]([F:31])[C:18]=1[C:21]1[CH:22]=[C:23]2[C:27](=[CH:28][CH:29]=1)[N:26]([CH3:30])[CH:25]=[CH:24]2, predict the reactants needed to synthesize it. (2) The reactants are: [Cl:1][C:2]1[S:6][C:5]([C:7]([N:9]2[CH2:11][CH:10]2[C:12]([O:14][CH3:15])=[O:13])=[O:8])=[CH:4][CH:3]=1.[CH3:16][O:17][CH2:18][CH2:19][OH:20].B(F)(F)F.CCOCC. Given the product [Cl:1][C:2]1[S:6][C:5]([C:7]([NH:9][CH:10]([CH2:11][O:20][CH2:19][CH2:18][O:17][CH3:16])[C:12]([O:14][CH3:15])=[O:13])=[O:8])=[CH:4][CH:3]=1, predict the reactants needed to synthesize it. (3) Given the product [NH2:3][CH2:12][C:13]1[C:14]([C:25]#[N:26])=[CH:15][C:16]2[O:23][CH2:22][CH:21]=[CH:20][CH2:19][O:18][C:17]=2[CH:24]=1, predict the reactants needed to synthesize it. The reactants are: O=C1C2C(=CC=CC=2)C(=O)[N:3]1[CH2:12][C:13]1[C:14]([C:25]#[N:26])=[CH:15][C:16]2[O:23][CH2:22][CH:21]=[CH:20][CH2:19][O:18][C:17]=2[CH:24]=1.NN.Cl. (4) Given the product [CH2:3]([CH:10]1[C:9](=[O:14])[C:8]([CH3:15])([CH3:7])[CH2:13][CH2:12][CH2:11]1)[CH:2]=[CH2:1], predict the reactants needed to synthesize it. The reactants are: [CH3:1][C:2](C)([O-])[CH3:3].[K+].[CH3:7][C:8]1([CH3:15])[CH2:13][CH2:12][CH2:11][CH2:10][C:9]1=[O:14].C(Br)C=C. (5) Given the product [CH2:1]([O:3][C:4](=[O:22])[CH2:5][N:6]([CH2:7][CH2:8][NH:9][S:10]([C:13]1[S:14][C:15]2[CH:21]=[CH:20][CH:19]=[CH:18][C:16]=2[N:17]=1)(=[O:12])=[O:11])[C:41](=[O:42])[CH2:40][N:37]1[CH:38]=[CH:39][C:34]([NH:33][C:31]([O:30][CH2:29][C:28]2[CH:45]=[CH:46][C:25]([O:24][CH3:23])=[CH:26][CH:27]=2)=[O:32])=[N:35][C:36]1=[O:44])[CH3:2], predict the reactants needed to synthesize it. The reactants are: [CH2:1]([O:3][C:4](=[O:22])[CH2:5][NH:6][CH2:7][CH2:8][NH:9][S:10]([C:13]1[S:14][C:15]2[CH:21]=[CH:20][CH:19]=[CH:18][C:16]=2[N:17]=1)(=[O:12])=[O:11])[CH3:2].[CH3:23][O:24][C:25]1[CH:46]=[CH:45][C:28]([CH2:29][O:30][C:31]([NH:33][C:34]2[CH:39]=[CH:38][N:37]([CH2:40][C:41](O)=[O:42])[C:36](=[O:44])[N:35]=2)=[O:32])=[CH:27][CH:26]=1. (6) Given the product [CH3:28][C:29]1[N:33]([CH2:34][C:21]([N:18]2[CH2:17][CH2:16][CH:15]([C:12]3[S:13][CH:14]=[C:10]([C:9]#[C:8][CH2:7][C:1]4[CH:2]=[CH:3][CH:4]=[CH:5][CH:6]=4)[N:11]=3)[CH2:20][CH2:19]2)=[O:23])[N:32]=[C:31]([C:38]([F:41])([F:39])[F:40])[CH:30]=1, predict the reactants needed to synthesize it. The reactants are: [C:1]1([CH2:7][C:8]#[C:9][C:10]2[N:11]=[C:12]([CH:15]3[CH2:20][CH2:19][N:18]([C:21]([O:23]C(C)(C)C)=O)[CH2:17][CH2:16]3)[S:13][CH:14]=2)[CH:6]=[CH:5][CH:4]=[CH:3][CH:2]=1.[CH3:28][C:29]1[N:33]([CH2:34]C(O)=O)[N:32]=[C:31]([C:38]([F:41])([F:40])[F:39])[CH:30]=1. (7) Given the product [CH2:24]([N:13]([CH2:11][CH3:12])[C:14]([C:16]1[CH:23]=[CH:22][C:19]([CH:20]([OH:21])[C:2]2[CH:7]=[CH:6][CH:5]=[CH:4][C:3]=2[O:8][CH3:9])=[CH:18][CH:17]=1)=[O:15])[CH3:25], predict the reactants needed to synthesize it. The reactants are: Br[C:2]1[CH:7]=[CH:6][CH:5]=[CH:4][C:3]=1[O:8][CH3:9].[Mg].[CH2:11]([N:13]([CH2:24][CH3:25])[C:14]([C:16]1[CH:23]=[CH:22][C:19]([CH:20]=[O:21])=[CH:18][CH:17]=1)=[O:15])[CH3:12].[Cl-].[NH4+]. (8) Given the product [ClH:24].[N:5]1([S:10]([CH2:13][C:14]2[CH:20]=[CH:19][C:17]([NH:18][NH2:1])=[CH:16][CH:15]=2)(=[O:12])=[O:11])[CH2:6][CH2:7][CH2:8][CH2:9]1, predict the reactants needed to synthesize it. The reactants are: [N:1]([O-])=O.[Na+].[N:5]1([S:10]([CH2:13][C:14]2[CH:20]=[CH:19][C:17]([NH2:18])=[CH:16][CH:15]=2)(=[O:12])=[O:11])[CH2:9][CH2:8][CH2:7][CH2:6]1.O.O.[Sn](Cl)(Cl)(Cl)[Cl:24].